This data is from Full USPTO retrosynthesis dataset with 1.9M reactions from patents (1976-2016). The task is: Predict the reactants needed to synthesize the given product. (1) Given the product [C:1]([O:5][C:6]([N:8]1[C:16]2[C:11](=[CH:12][CH:13]=[C:14]([O:17][CH2:18][CH2:19][CH2:20][N:48]3[CH2:53][CH2:52][CH2:51][CH2:50][CH2:49]3)[CH:15]=2)[CH:10]=[C:9]1[C:22]1[C:23]2[S:36][C:35]([CH2:37][OH:38])=[CH:34][C:24]=2[N:25]([C:27]([O:29][C:30]([CH3:33])([CH3:32])[CH3:31])=[O:28])[N:26]=1)=[O:7])([CH3:4])([CH3:3])[CH3:2], predict the reactants needed to synthesize it. The reactants are: [C:1]([O:5][C:6]([N:8]1[C:16]2[C:11](=[CH:12][CH:13]=[C:14]([O:17][CH2:18][CH2:19][CH2:20]Br)[CH:15]=2)[CH:10]=[C:9]1[C:22]1[C:23]2[S:36][C:35]([CH2:37][OH:38])=[CH:34][C:24]=2[N:25]([C:27]([O:29][C:30]([CH3:33])([CH3:32])[CH3:31])=[O:28])[N:26]=1)=[O:7])([CH3:4])([CH3:3])[CH3:2].CCN(C(C)C)C(C)C.[NH:48]1[CH2:53][CH2:52][CH2:51][CH2:50][CH2:49]1. (2) Given the product [Cl:10][C:11]1[CH:12]=[C:13]([C:2]2[N:7]=[C:6]([CH3:8])[N:5]=[C:4]([NH2:9])[CH:3]=2)[C:14]([F:17])=[N:15][CH:16]=1, predict the reactants needed to synthesize it. The reactants are: Cl[C:2]1[N:7]=[C:6]([CH3:8])[N:5]=[C:4]([NH2:9])[CH:3]=1.[Cl:10][C:11]1[CH:12]=[C:13](B(O)O)[C:14]([F:17])=[N:15][CH:16]=1.C([O-])(=O)C.[K+].C([O-])([O-])=O.[Na+].[Na+]. (3) Given the product [CH3:14][C@H:13]1[NH:24][CH2:9][C@@H:10]([CH2:11][N:20]2[C:15]3[C:16](=[N:17][C:12]([C:10]4[CH:9]=[N:8][N:7]([CH:2]5[CH2:3][CH2:4][CH2:5][CH2:6][O:1]5)[CH:11]=4)=[CH:13][CH:14]=3)[CH:18]=[CH:19]2)[CH2:12]1, predict the reactants needed to synthesize it. The reactants are: [O:1]1[CH2:6][CH2:5][CH2:4][CH2:3][CH:2]1[N:7]1[CH:11]=[C:10]([C:12]2[N:17]=[C:16]3[CH:18]=[CH:19][NH:20][C:15]3=[CH:14][CH:13]=2)[CH:9]=[N:8]1.C([O-])=O.[NH4+:24].CO.ClCCl. (4) Given the product [Cl:1][C:2]1[C:3]([O:11][CH3:12])=[C:4]([CH2:8][CH2:9][NH2:10])[CH:5]=[CH:6][CH:7]=1, predict the reactants needed to synthesize it. The reactants are: [Cl:1][C:2]1[C:3]([O:11][CH3:12])=[C:4]([CH2:8][C:9]#[N:10])[CH:5]=[CH:6][CH:7]=1.BrCC1C=CC=C(Cl)C=1OC.[C-]#N.[Na+]. (5) Given the product [C:6]([O:5][CH2:1][CH3:2])(=[O:15])[CH3:7].[CH3:10][CH2:9][CH2:8][CH:7]([CH3:12])[CH3:6].[C:1]([O:5][C:6](=[O:15])[C:7]1[CH:12]=[C:11]([Cl:16])[C:10]([NH2:13])=[CH:9][C:8]=1[F:14])([CH3:4])([CH3:2])[CH3:3], predict the reactants needed to synthesize it. The reactants are: [C:1]([O:5][C:6](=[O:15])[C:7]1[CH:12]=[CH:11][C:10]([NH2:13])=[CH:9][C:8]=1[F:14])([CH3:4])([CH3:3])[CH3:2].[Cl:16]N1C(=O)CCC1=O.O. (6) The reactants are: Br[CH2:2][C:3]1[C:8]([CH2:9]Br)=[C:7]([Cl:11])[N:6]=[N:5][C:4]=1[Cl:12].[C:13](=[O:16])([O-])[O-].[Na+].[Na+].C[C:20]1[CH:27]=[CH:26][C:23]([CH2:24][NH2:25])=[CH:22][CH:21]=1.CCCCCCC. Given the product [Cl:12][C:4]1[C:3]2[CH2:2][N:25]([CH2:24][C:23]3[CH:26]=[CH:27][C:20]([O:16][CH3:13])=[CH:21][CH:22]=3)[CH2:9][C:8]=2[C:7]([Cl:11])=[N:6][N:5]=1, predict the reactants needed to synthesize it. (7) Given the product [ClH:10].[CH:1]([N:4]1[CH2:9][CH2:8][N:7]([C:11]2[CH:20]=[CH:19][C:18]3[C:13](=[CH:14][C:15]([O:25][CH3:26])=[C:16]([O:23][CH3:24])[C:17]=3[O:21][CH3:22])[N:12]=2)[CH2:6][CH2:5]1)([CH3:3])[CH3:2], predict the reactants needed to synthesize it. The reactants are: [CH:1]([N:4]1[CH2:9][CH2:8][NH:7][CH2:6][CH2:5]1)([CH3:3])[CH3:2].[Cl:10][C:11]1[CH:20]=[CH:19][C:18]2[C:13](=[CH:14][C:15]([O:25][CH3:26])=[C:16]([O:23][CH3:24])[C:17]=2[O:21][CH3:22])[N:12]=1. (8) Given the product [ClH:35].[F:24][C:22]1[CH:21]=[CH:20][C:19]([O:25][CH3:26])=[C:18]([C:15]2[CH2:16][CH2:17][N:12]([C:10](=[O:11])[C@H:9]([NH:7][CH3:6])[CH2:27][C:28]3[CH:29]=[CH:30][CH:31]=[CH:32][CH:33]=3)[CH2:13][CH:14]=2)[CH:23]=1, predict the reactants needed to synthesize it. The reactants are: C(O[C:6](=O)[N:7]([C@H:9]([CH2:27][C:28]1[CH:33]=[CH:32][CH:31]=[CH:30][CH:29]=1)[C:10]([N:12]1[CH2:17][CH2:16][C:15]([C:18]2[CH:23]=[C:22]([F:24])[CH:21]=[CH:20][C:19]=2[O:25][CH3:26])=[CH:14][CH2:13]1)=[O:11])C)(C)(C)C.[ClH:35].O1CCOCC1. (9) Given the product [C:10]1([C:6]2[CH:5]=[CH:4][C:3]([C:1]#[N:2])=[CH:8][N:7]=2)[CH:15]=[CH:14][CH:13]=[CH:12][CH:11]=1, predict the reactants needed to synthesize it. The reactants are: [C:1]([C:3]1[CH:4]=[CH:5][C:6](Cl)=[N:7][CH:8]=1)#[N:2].[C:10]1(B(O)O)[CH:15]=[CH:14][CH:13]=[CH:12][CH:11]=1.C([O-])([O-])=O.[Na+].[Na+].